From a dataset of Full USPTO retrosynthesis dataset with 1.9M reactions from patents (1976-2016). Predict the reactants needed to synthesize the given product. (1) Given the product [Br:21][C:22]1[CH:29]=[CH:28][CH:27]=[CH:26][C:23]=1[CH2:24][N:5]([CH2:4][CH2:3][C:2]([CH3:20])([CH3:19])[CH3:1])[CH:6]1[CH2:7][CH2:8][N:9]([C:12]([O:14][C:15]([CH3:18])([CH3:17])[CH3:16])=[O:13])[CH2:10][CH2:11]1, predict the reactants needed to synthesize it. The reactants are: [CH3:1][C:2]([CH3:20])([CH3:19])[CH2:3][CH2:4][NH:5][CH:6]1[CH2:11][CH2:10][N:9]([C:12]([O:14][C:15]([CH3:18])([CH3:17])[CH3:16])=[O:13])[CH2:8][CH2:7]1.[Br:21][C:22]1[CH:29]=[CH:28][CH:27]=[CH:26][C:23]=1[CH:24]=O.C(O[BH-](OC(=O)C)OC(=O)C)(=O)C.[Na+].O. (2) Given the product [ClH:2].[Cl:2][C:3]1[C:4]([C:10]2[C:11]([C:28]3[CH:33]=[CH:32][C:31]([Cl:34])=[C:30]([O:35][CH2:36][CH2:37][CH2:38][N:39]([CH3:40])[CH3:41])[CH:29]=3)=[N:12][C:13]([C:16]([NH:18][C:19]3([C:25]([O:27][CH3:46])=[O:26])[CH2:20][CH2:21][CH2:22][CH2:23][CH2:24]3)=[O:17])=[CH:14][CH:15]=2)=[N:5][CH:6]=[C:7]([Cl:9])[CH:8]=1, predict the reactants needed to synthesize it. The reactants are: Cl.[Cl:2][C:3]1[C:4]([C:10]2[C:11]([C:28]3[CH:33]=[CH:32][C:31]([Cl:34])=[C:30]([O:35][CH2:36][CH2:37][CH2:38][N:39]([CH3:41])[CH3:40])[CH:29]=3)=[N:12][C:13]([C:16]([NH:18][C:19]3([C:25]([OH:27])=[O:26])[CH2:24][CH2:23][CH2:22][CH2:21][CH2:20]3)=[O:17])=[CH:14][CH:15]=2)=[N:5][CH:6]=[C:7]([Cl:9])[CH:8]=1.S(Cl)(Cl)=O.[CH3:46]O. (3) Given the product [CH2:31]([O:30][C:28]([NH:1][C:2]1[C:3]([C:13]([O:15][CH2:16][CH3:17])=[O:14])=[N:4][C:5]2[C:10]([CH:11]=1)=[CH:9][N:8]=[C:7]([Br:12])[CH:6]=2)=[O:29])[C:32]1[CH:37]=[CH:36][CH:35]=[CH:34][CH:33]=1, predict the reactants needed to synthesize it. The reactants are: [NH2:1][C:2]1[C:3]([C:13]([O:15][CH2:16][CH3:17])=[O:14])=[N:4][C:5]2[C:10]([CH:11]=1)=[CH:9][N:8]=[C:7]([Br:12])[CH:6]=2.CCN(C(C)C)C(C)C.Cl[C:28]([O:30][CH2:31][C:32]1[CH:37]=[CH:36][CH:35]=[CH:34][CH:33]=1)=[O:29]. (4) Given the product [CH3:23][C:22]1[C:15]2[C:14]([CH2:13][N:6]3[C:7]4[CH:12]=[CH:11][CH:10]=[CH:9][C:8]=4[NH:4][C:5]3=[O:24])=[CH:18][S:17][C:16]=2[CH:19]=[CH:20][CH:21]=1, predict the reactants needed to synthesize it. The reactants are: C([N:4]1[C:8]2[CH:9]=[CH:10][CH:11]=[CH:12][C:7]=2[N:6]([CH2:13][C:14]2[C:15]3[C:22]([CH3:23])=[CH:21][CH:20]=[CH:19][C:16]=3[S:17][CH:18]=2)[C:5]1=[O:24])(C)=C.CO.Cl. (5) Given the product [ClH:37].[ClH:37].[NH2:23][C@@H:21]([CH3:22])[CH2:20][N:18]1[C:19]2[C:15](=[CH:14][CH:13]=[C:12]3[O:26][CH2:27][C@H:9]([O:8][CH2:7][CH2:6][OH:5])[CH2:10][C:11]3=2)[CH:16]=[N:17]1, predict the reactants needed to synthesize it. The reactants are: C([O:5][C:6](=O)[CH2:7][O:8][C@H:9]1[CH2:27][O:26][C:12]2=[CH:13][CH:14]=[C:15]3[C:19]([N:18]([CH2:20][C@@H:21]([N:23]=[N+]=[N-])[CH3:22])[N:17]=[CH:16]3)=[C:11]2[CH2:10]1)(C)(C)C.[H-].[Al+3].[Li+].[H-].[H-].[H-].CO.[ClH:37]. (6) Given the product [CH2:33]([O:35][C:36]1[C:45]([O:46][CH3:47])=[CH:44][C:43]2[C:42]([C:48]3[CH:49]=[CH:50][C:51]([C:52]([N:29]4[CH2:30][CH2:31][CH:26]([N:12]5[C:13](=[O:25])[C:14]6[S:18][C:17]([C:19]7[CH:24]=[CH:23][CH:22]=[CH:21][CH:20]=7)=[CH:16][C:15]=6[N:10]([CH2:9][C:7]6[O:8][C:4]([CH2:2][CH3:3])=[N:5][N:6]=6)[C:11]5=[O:32])[CH2:27][CH2:28]4)=[O:53])=[CH:55][CH:56]=3)=[N:41][C@@H:40]3[CH2:57][CH2:58][S:59][CH2:60][C@@H:39]3[C:38]=2[CH:37]=1)[CH3:34], predict the reactants needed to synthesize it. The reactants are: Cl.[CH2:2]([C:4]1[O:8][C:7]([CH2:9][N:10]2[C:15]3[CH:16]=[C:17]([C:19]4[CH:24]=[CH:23][CH:22]=[CH:21][CH:20]=4)[S:18][C:14]=3[C:13](=[O:25])[N:12]([CH:26]3[CH2:31][CH2:30][NH:29][CH2:28][CH2:27]3)[C:11]2=[O:32])=[N:6][N:5]=1)[CH3:3].[CH2:33]([O:35][C:36]1[C:45]([O:46][CH3:47])=[CH:44][C:43]2[C:42]([C:48]3[CH:56]=[CH:55][C:51]([C:52](O)=[O:53])=[CH:50][CH:49]=3)=[N:41][C@@H:40]3[CH2:57][CH2:58][S:59][CH2:60][C@@H:39]3[C:38]=2[CH:37]=1)[CH3:34].CN(C(ON1N=NC2C=CC=CC1=2)=[N+](C)C)C.F[P-](F)(F)(F)(F)F.CCN(C(C)C)C(C)C. (7) The reactants are: C([O:3][C:4]([C:6]1[C:7]2[N:8]([C:12]([C:15]3[CH:20]=[CH:19][C:18]([F:21])=[CH:17][CH:16]=3)=[N:13][CH:14]=2)[CH:9]=[CH:10][N:11]=1)=[O:5])C.[OH-].[K+]. Given the product [F:21][C:18]1[CH:19]=[CH:20][C:15]([C:12]2[N:8]3[CH:9]=[CH:10][N:11]=[C:6]([C:4]([OH:5])=[O:3])[C:7]3=[CH:14][N:13]=2)=[CH:16][CH:17]=1, predict the reactants needed to synthesize it. (8) Given the product [Cl:19][C:16]1[CH:17]=[CH:18][C:13]([CH2:12][CH:8]([C:4]2[CH:3]=[C:2]([CH:7]=[CH:6][CH:5]=2)[C:20]#[N:21])[C:9](=[O:11])[CH3:10])=[CH:14][CH:15]=1, predict the reactants needed to synthesize it. The reactants are: Br[C:2]1[CH:3]=[C:4]([CH:8]([CH2:12][C:13]2[CH:18]=[CH:17][C:16]([Cl:19])=[CH:15][CH:14]=2)[C:9](=[O:11])[CH3:10])[CH:5]=[CH:6][CH:7]=1.[CH3:20][N:21](C)C=O. (9) Given the product [ClH:21].[O:20]=[C:16]1[NH:17][CH2:18][CH2:19][N:14]([CH:11]2[CH2:12][CH2:13][NH:8][CH2:9][CH2:10]2)[CH2:15]1, predict the reactants needed to synthesize it. The reactants are: C(OC([N:8]1[CH2:13][CH2:12][CH:11]([N:14]2[CH2:19][CH2:18][NH:17][C:16](=[O:20])[CH2:15]2)[CH2:10][CH2:9]1)=O)(C)(C)C.[ClH:21].